From a dataset of Forward reaction prediction with 1.9M reactions from USPTO patents (1976-2016). Predict the product of the given reaction. (1) Given the reactants Cl[C:2]1[N:7]=[C:6]([Cl:8])[C:5]([C:9]([F:12])([F:11])[F:10])=[CH:4][N:3]=1.CC[O:15][CH2:16]C.N1C=C(NC2[N:29]=[C:28]([CH2:30][CH2:31][C:32]3C=C[CH:35]=[CH:34][C:33]=3[C:38]3([C:41]([NH2:43])=O)CC3)[C:27](Cl)=CN=2)C=N1.CC[N:47](CC)CC.[CH3:52][C:53]([OH:56])([CH3:55])[CH3:54], predict the reaction product. The product is: [Cl:8][C:6]1[C:5]([C:9]([F:12])([F:11])[F:10])=[CH:4][N:3]=[C:2]([NH:29][C:28]2[CH:30]=[CH:31][C:32]([CH:33]3[CH2:34][CH2:35][N:43]([C:16]([O:56][C:53]([CH3:55])([CH3:54])[CH3:52])=[O:15])[CH2:41][CH2:38]3)=[N:47][CH:27]=2)[N:7]=1. (2) Given the reactants [CH3:1][O:2][C:3]1[CH:8]=[CH:7][C:6]([C:9]2[S:13][C:12]([C:14](O)=[O:15])=[C:11]([NH:17][C:18]([NH:20][C:21]3[C:26]([CH3:27])=[CH:25][C:24]([CH3:28])=[CH:23][C:22]=3[CH3:29])=[O:19])[CH:10]=2)=[CH:5][CH:4]=1.CN(C(ON1N=NC2C=CC=NC1=2)=[N+](C)C)C.F[P-](F)(F)(F)(F)F.CCN(C(C)C)C(C)C.Cl.[CH3:64][C:65]([O:68][CH2:69][C@@H:70]([C:72]([O:74][CH3:75])=[O:73])[NH2:71])([CH3:67])[CH3:66], predict the reaction product. The product is: [CH3:67][C:65]([O:68][CH2:69][C@@H:70]([C:72]([O:74][CH3:75])=[O:73])[NH:71][C:14]([C:12]1[S:13][C:9]([C:6]2[CH:5]=[CH:4][C:3]([O:2][CH3:1])=[CH:8][CH:7]=2)=[CH:10][C:11]=1[NH:17][C:18]([NH:20][C:21]1[C:26]([CH3:27])=[CH:25][C:24]([CH3:28])=[CH:23][C:22]=1[CH3:29])=[O:19])=[O:15])([CH3:64])[CH3:66]. (3) Given the reactants Cl.Br[CH2:3][C:4]([C:6]1[CH:26]=[CH:25][C:9]2[N:10]([CH2:21][CH:22]([CH3:24])[CH3:23])[C:11]([C:13]3[CH:18]=[CH:17][CH:16]=[C:15]([O:19][CH3:20])[CH:14]=3)=[N:12][C:8]=2[CH:7]=1)=O.N1C=CC=CC=1.[NH:33]([C:35](=[S:39])[O:36]CC)[NH2:34].O, predict the reaction product. The product is: [CH2:21]([N:10]1[C:9]2[CH:25]=[CH:26][C:6]([C:4]3[CH2:3][S:39][C:35](=[O:36])[NH:33][N:34]=3)=[CH:7][C:8]=2[N:12]=[C:11]1[C:13]1[CH:18]=[CH:17][CH:16]=[C:15]([O:19][CH3:20])[CH:14]=1)[CH:22]([CH3:24])[CH3:23]. (4) Given the reactants [NH:1]([C:10]([O:12][C:13]([CH3:16])([CH3:15])[CH3:14])=[O:11])[C@H:2]([C:7](O)=[O:8])[CH2:3][CH:4]([CH3:6])[CH3:5].B.C1COCC1, predict the reaction product. The product is: [C:10]([NH:1][C@H:2]([CH2:7][OH:8])[CH2:3][CH:4]([CH3:5])[CH3:6])([O:12][C:13]([CH3:14])([CH3:16])[CH3:15])=[O:11]. (5) Given the reactants [CH:1]1[C:9]2[C:8]3[CH:10]=[CH:11][CH:12]=[CH:13][C:7]=3[S:6][C:5]=2[CH:4]=[CH:3][CH:2]=1.C([Li])(C)(C)C.C([Mg]Br)C.[O:23]=O, predict the reaction product. The product is: [CH:1]1[C:9]2[C:8]3[CH:10]=[CH:11][CH:12]=[CH:13][C:7]=3[S:6][C:5]=2[C:4]([OH:23])=[CH:3][CH:2]=1. (6) Given the reactants O[C:2]1[CH:17]=[C:16]([OH:18])[CH:15]=[CH:14][C:3]=1[C:4]([C:6]1[CH:11]=[CH:10][C:9]([OH:12])=[CH:8][C:7]=1[OH:13])=O.[C:19]([O-])(=O)[CH3:20].[Na+].Cl.[Br:25][C:26]1[CH:27]=[CH:28]C=[C:30]([NH:32][NH2:33])[CH:31]=1, predict the reaction product. The product is: [Br:25][C:26]1[CH:27]=[CH:28][C:19]([CH3:20])=[C:30]([N:32]2[C:2]3[C:3](=[CH:14][CH:15]=[C:16]([OH:18])[CH:17]=3)[C:4]([C:6]3[CH:11]=[CH:10][C:9]([OH:12])=[CH:8][C:7]=3[OH:13])=[N:33]2)[CH:31]=1.